This data is from Forward reaction prediction with 1.9M reactions from USPTO patents (1976-2016). The task is: Predict the product of the given reaction. (1) Given the reactants [C:1](Cl)(=O)[CH2:2][CH2:3][CH2:4][CH2:5][CH2:6][CH2:7][CH2:8][CH2:9][CH3:10].Cl.C[O:15][C:16](=[O:19])[CH2:17][NH2:18].CCN(C(C)C)C(C)C, predict the reaction product. The product is: [CH2:1]([NH:18][CH2:17][C:16]([OH:19])=[O:15])[CH2:2][CH2:3][CH2:4][CH2:5][CH2:6][CH2:7][CH2:8][CH2:9][CH3:10]. (2) Given the reactants O[CH2:2][C:3]1[CH:12]=[N:11][C:10]2[N:9]3[CH2:13][CH2:14][S:15][CH2:16][C@H:8]3[C:7](=[O:17])[NH:6][C:5]=2[CH:4]=1.[I-].C(C[P+](C)(C)C)#N.C(N(C(C)C)C(C)C)C.[N:35]1([C:41]2[CH:48]=[CH:47][C:44]([C:45]#[N:46])=[CH:43][CH:42]=2)[CH2:40][CH2:39][NH:38][CH2:37][CH2:36]1, predict the reaction product. The product is: [O:17]=[C:7]1[NH:6][C:5]2[CH:4]=[C:3]([CH2:2][N:38]3[CH2:37][CH2:36][N:35]([C:41]4[CH:42]=[CH:43][C:44]([C:45]#[N:46])=[CH:47][CH:48]=4)[CH2:40][CH2:39]3)[CH:12]=[N:11][C:10]=2[N:9]2[CH2:13][CH2:14][S:15][CH2:16][C@@H:8]12. (3) Given the reactants [CH:1]1([NH:4][S:5]([C:8]2[CH:13]=[C:12]([O:14][C:15]3[C:20]([Cl:21])=[CH:19][C:18]([CH2:22][CH:23]4[S:27][C:26](=[O:28])[NH:25][C:24]4=[O:29])=[CH:17][C:16]=3[Cl:30])[CH:11]=[CH:10][C:9]=2[O:31]C)(=[O:7])=[O:6])[CH2:3][CH2:2]1.B(Br)(Br)Br, predict the reaction product. The product is: [CH:1]1([NH:4][S:5]([C:8]2[CH:13]=[C:12]([O:14][C:15]3[C:16]([Cl:30])=[CH:17][C:18]([CH2:22][CH:23]4[S:27][C:26](=[O:28])[NH:25][C:24]4=[O:29])=[CH:19][C:20]=3[Cl:21])[CH:11]=[CH:10][C:9]=2[OH:31])(=[O:6])=[O:7])[CH2:2][CH2:3]1. (4) The product is: [S:1]1[CH:5]=[CH:4][N:3]=[C:2]1[NH:6][C:7]([C:9]1[C:17]2[C:12](=[CH:13][CH:14]=[CH:15][CH:16]=2)[N:11]([CH2:19][CH2:20][C:21]#[N:22])[CH:10]=1)=[O:8]. Given the reactants [S:1]1[CH:5]=[CH:4][N:3]=[C:2]1[NH:6][C:7]([C:9]1[C:17]2[C:12](=[CH:13][CH:14]=[CH:15][CH:16]=2)[NH:11][CH:10]=1)=[O:8].Br[CH2:19][CH2:20][C:21]#[N:22], predict the reaction product. (5) Given the reactants [Br:1][C:2]1[C:11]2[C:6](=[C:7]([O:28][CH3:29])[CH:8]=[C:9]([C:12]([C:21]3[CH:26]=[CH:25][C:24]([Cl:27])=[CH:23][CH:22]=3)([C:14]3[CH:19]=[CH:18][C:17]([Cl:20])=[CH:16][CH:15]=3)O)[CH:10]=2)[N:5]=[CH:4][CH:3]=1.C([SiH](CC)CC)C.FC(F)(F)C(O)=O, predict the reaction product. The product is: [Cl:27][C:24]1[CH:23]=[CH:22][C:21]([CH:12]([C:14]2[CH:19]=[CH:18][C:17]([Cl:20])=[CH:16][CH:15]=2)[C:9]2[CH:10]=[C:11]3[C:6](=[C:7]([O:28][CH3:29])[CH:8]=2)[N:5]=[CH:4][CH:3]=[C:2]3[Br:1])=[CH:26][CH:25]=1. (6) Given the reactants C(OC([NH:8][C:9]1[S:17][C:12]2=[CH:13][N:14]=[CH:15][CH:16]=[C:11]2[C:10]=1[N:18]([C:26]1[CH:31]=[CH:30][C:29]([F:32])=[C:28]([Cl:33])[CH:27]=1)C(=O)OC(C)(C)C)=O)(C)(C)C.Cl.N, predict the reaction product. The product is: [Cl:33][C:28]1[CH:27]=[C:26]([NH:18][C:10]2[C:11]3[C:12](=[CH:13][N:14]=[CH:15][CH:16]=3)[S:17][C:9]=2[NH2:8])[CH:31]=[CH:30][C:29]=1[F:32].